From a dataset of Forward reaction prediction with 1.9M reactions from USPTO patents (1976-2016). Predict the product of the given reaction. (1) Given the reactants [N+:1]([C:4]1[CH:12]=[CH:11][C:7]([C:8]([OH:10])=[O:9])=[CH:6][CH:5]=1)([O-:3])=[O:2].C(Cl)(=O)C(Cl)=O.[CH2:19]([O:21][C:22]([C@@:24]1([NH:29][C:30]([N:32]2[CH2:36][C@H:35](O)[CH2:34][C@H:33]2[C:38](=[O:47])[N:39]([CH2:41][CH2:42][CH2:43][CH2:44][CH:45]=[CH2:46])[CH3:40])=[O:31])[CH2:26][C@@H:25]1[CH:27]=[CH2:28])=[O:23])[CH3:20].C(N(CC)CC)C, predict the reaction product. The product is: [N+:1]([C:4]1[CH:5]=[CH:6][C:7]([C:8]([O:10][C@@H:35]2[CH2:34][C@@H:33]([C:38](=[O:47])[N:39]([CH2:41][CH2:42][CH2:43][CH2:44][CH:45]=[CH2:46])[CH3:40])[N:32]([C:30](=[O:31])[NH:29][C@:24]3([C:22]([O:21][CH2:19][CH3:20])=[O:23])[CH2:26][C@H:25]3[CH:27]=[CH2:28])[CH2:36]2)=[O:9])=[CH:11][CH:12]=1)([O-:3])=[O:2]. (2) Given the reactants [C:1]([CH2:3][C:4]([NH2:6])=[S:5])#[N:2].N/[C:8](/[CH3:12])=[CH:9]\[C:10]#[N:11], predict the reaction product. The product is: [NH2:11][C:10]1[CH:9]=[C:8]([CH3:12])[C:3]([C:1]#[N:2])=[C:4]([SH:5])[N:6]=1.